This data is from Reaction yield outcomes from USPTO patents with 853,638 reactions. The task is: Predict the reaction yield, written as a fraction of the theoretical maximum amount of product (1.0 means a 100% yield; for example, 0.34 means a 34% yield). (1) The reactants are [NH2:1][C@H:2]1[CH2:7][CH2:6][N:5]([C:8]2[S:12][C:11]([C:13]([O:15][CH3:16])=[O:14])=[CH:10][CH:9]=2)[CH2:4][C@H:3]1[O:17][CH3:18].[Cl:19][C:20]1[N:21]=[C:22]([C:27](O)=[O:28])[NH:23][C:24]=1[CH2:25][CH3:26].CCN=C=NCCCN(C)C.Cl.ON1C2C=CC=CC=2N=N1.CN1CCOCC1. No catalyst specified. The product is [Cl:19][C:20]1[N:21]=[C:22]([C:27]([NH:1][C@H:2]2[CH2:7][CH2:6][N:5]([C:8]3[S:12][C:11]([C:13]([O:15][CH3:16])=[O:14])=[CH:10][CH:9]=3)[CH2:4][C@H:3]2[O:17][CH3:18])=[O:28])[NH:23][C:24]=1[CH2:25][CH3:26]. The yield is 0.500. (2) The reactants are [Cl:1][C:2]1[CH:7]=[C:6]([F:8])[C:5]([F:9])=[CH:4][C:3]=1[NH:10]C(=O)C.[N+:14]([O-])([OH:16])=[O:15]. The catalyst is C(O)(=O)C.S(=O)(=O)(O)O. The product is [Cl:1][C:2]1[C:3]([NH2:10])=[C:4]([N+:14]([O-:16])=[O:15])[C:5]([F:9])=[C:6]([F:8])[CH:7]=1. The yield is 0.690. (3) The reactants are [H-].[Na+].S([NH:13][N:14]=[C:15]([CH2:17]P(OCC)(OCC)=O)[CH3:16])(C1C=CC(C)=CC=1)(=O)=O.[C:26]1([C:34]2[CH:39]=[CH:38][CH:37]=[CH:36][CH:35]=2)[CH:31]=[CH:30][C:29]([CH:32]=O)=[CH:28][CH:27]=1. The catalyst is C1COCC1.CN(C=O)C. The product is [C:26]1([C:34]2[CH:39]=[CH:38][CH:37]=[CH:36][CH:35]=2)[CH:31]=[CH:30][C:29]([C:32]2[NH:13][N:14]=[C:15]([CH3:17])[CH:16]=2)=[CH:28][CH:27]=1. The yield is 0.470. (4) The reactants are [Cl:1][C:2]1[CH:7]=[CH:6][C:5]([S:8](Cl)(=[O:10])=[O:9])=[CH:4][CH:3]=1.[CH3:12][O:13][C:14](=[O:28])[CH:15]([NH2:27])[CH:16]([CH2:22][C:23]([F:26])([F:25])[F:24])[CH2:17][C:18]([F:21])([F:20])[F:19].N1C=CC=CC=1. The catalyst is C(Cl)Cl. The product is [CH3:12][O:13][C:14](=[O:28])[CH:15]([NH:27][S:8]([C:5]1[CH:6]=[CH:7][C:2]([Cl:1])=[CH:3][CH:4]=1)(=[O:10])=[O:9])[CH:16]([CH2:17][C:18]([F:21])([F:20])[F:19])[CH2:22][C:23]([F:25])([F:26])[F:24]. The yield is 0.700.